From a dataset of Forward reaction prediction with 1.9M reactions from USPTO patents (1976-2016). Predict the product of the given reaction. (1) Given the reactants Br[CH2:2][C:3](=O)[CH2:4][CH3:5].[CH2:7]([O:14][C:15]1[C:19]([O:20][CH2:21][C:22]2[CH:27]=[CH:26][CH:25]=[CH:24][CH:23]=2)=[C:18]([C:28](=[S:30])[NH2:29])[N:17]([C:31]2[CH:36]=[CH:35][C:34]([O:37][CH3:38])=[CH:33][CH:32]=2)[C:16]=1[C:39]([O:41][CH2:42][CH3:43])=[O:40])[C:8]1[CH:13]=[CH:12][CH:11]=[CH:10][CH:9]=1, predict the reaction product. The product is: [CH2:7]([O:14][C:15]1[C:19]([O:20][CH2:21][C:22]2[CH:27]=[CH:26][CH:25]=[CH:24][CH:23]=2)=[C:18]([C:28]2[S:30][CH:2]=[C:3]([CH2:4][CH3:5])[N:29]=2)[N:17]([C:31]2[CH:36]=[CH:35][C:34]([O:37][CH3:38])=[CH:33][CH:32]=2)[C:16]=1[C:39]([O:41][CH2:42][CH3:43])=[O:40])[C:8]1[CH:13]=[CH:12][CH:11]=[CH:10][CH:9]=1. (2) Given the reactants [N:1]1([C:6]2[CH:30]=[CH:29][C:9]([CH2:10][N:11]3[C:19]4[C:14](=[N:15][CH:16]=[CH:17][CH:18]=4)[C:13]([C:20]([NH:22][C@@H:23]4[CH2:28][CH2:27][CH2:26][NH:25][CH2:24]4)=[O:21])=[CH:12]3)=[CH:8][CH:7]=2)[CH:5]=[CH:4][CH:3]=[N:2]1.Cl[CH:32](Cl)C.C=O.C(O[BH-](OC(=O)C)OC(=O)C)(=O)C.[Na+], predict the reaction product. The product is: [N:1]1([C:6]2[CH:30]=[CH:29][C:9]([CH2:10][N:11]3[C:19]4[C:14](=[N:15][CH:16]=[CH:17][CH:18]=4)[C:13]([C:20]([NH:22][C@@H:23]4[CH2:28][CH2:27][CH2:26][N:25]([CH3:32])[CH2:24]4)=[O:21])=[CH:12]3)=[CH:8][CH:7]=2)[CH:5]=[CH:4][CH:3]=[N:2]1.